From a dataset of NCI-60 drug combinations with 297,098 pairs across 59 cell lines. Regression. Given two drug SMILES strings and cell line genomic features, predict the synergy score measuring deviation from expected non-interaction effect. (1) Drug 1: CCC1=CC2CC(C3=C(CN(C2)C1)C4=CC=CC=C4N3)(C5=C(C=C6C(=C5)C78CCN9C7C(C=CC9)(C(C(C8N6C)(C(=O)OC)O)OC(=O)C)CC)OC)C(=O)OC.C(C(C(=O)O)O)(C(=O)O)O. Drug 2: COC1=NC(=NC2=C1N=CN2C3C(C(C(O3)CO)O)O)N. Cell line: 786-0. Synergy scores: CSS=28.1, Synergy_ZIP=1.22, Synergy_Bliss=-1.13, Synergy_Loewe=-7.74, Synergy_HSA=-0.865. (2) Drug 1: CC1=C(N=C(N=C1N)C(CC(=O)N)NCC(C(=O)N)N)C(=O)NC(C(C2=CN=CN2)OC3C(C(C(C(O3)CO)O)O)OC4C(C(C(C(O4)CO)O)OC(=O)N)O)C(=O)NC(C)C(C(C)C(=O)NC(C(C)O)C(=O)NCCC5=NC(=CS5)C6=NC(=CS6)C(=O)NCCC[S+](C)C)O. Drug 2: CC(C)CN1C=NC2=C1C3=CC=CC=C3N=C2N. Cell line: PC-3. Synergy scores: CSS=31.6, Synergy_ZIP=4.28, Synergy_Bliss=5.16, Synergy_Loewe=2.89, Synergy_HSA=3.86. (3) Cell line: KM12. Drug 1: CC1=C2C(C(=O)C3(C(CC4C(C3C(C(C2(C)C)(CC1OC(=O)C(C(C5=CC=CC=C5)NC(=O)C6=CC=CC=C6)O)O)OC(=O)C7=CC=CC=C7)(CO4)OC(=O)C)O)C)OC(=O)C. Synergy scores: CSS=25.2, Synergy_ZIP=3.37, Synergy_Bliss=4.83, Synergy_Loewe=3.03, Synergy_HSA=5.87. Drug 2: C1CN1C2=NC(=NC(=N2)N3CC3)N4CC4. (4) Drug 1: C1CCC(CC1)NC(=O)N(CCCl)N=O. Drug 2: CCC1(CC2CC(C3=C(CCN(C2)C1)C4=CC=CC=C4N3)(C5=C(C=C6C(=C5)C78CCN9C7C(C=CC9)(C(C(C8N6C=O)(C(=O)OC)O)OC(=O)C)CC)OC)C(=O)OC)O.OS(=O)(=O)O. Cell line: COLO 205. Synergy scores: CSS=27.4, Synergy_ZIP=-0.569, Synergy_Bliss=1.73, Synergy_Loewe=-23.8, Synergy_HSA=-1.06.